From a dataset of Full USPTO retrosynthesis dataset with 1.9M reactions from patents (1976-2016). Predict the reactants needed to synthesize the given product. Given the product [F:1][C:2]1[CH:7]=[CH:6][CH:5]=[C:4]([F:8])[C:3]=1[C:9]1[N:10]=[N:11][C:12]2[C@:13]3([CH2:22][C:23](=[NH:24])[CH3:27])[C:19]([CH3:20])([CH3:21])[C@H:16]([C:17]=2[CH:18]=1)[CH2:15][CH2:14]3, predict the reactants needed to synthesize it. The reactants are: [F:1][C:2]1[CH:7]=[CH:6][CH:5]=[C:4]([F:8])[C:3]=1[C:9]1[CH:18]=[C:17]2[C:12]([C@:13]3([CH2:22][C:23]#[N:24])[C:19]([CH3:21])([CH3:20])[C@H:16]2[CH2:15][CH2:14]3)=[N:11][N:10]=1.NO.[CH3:27]CO.